From a dataset of Catalyst prediction with 721,799 reactions and 888 catalyst types from USPTO. Predict which catalyst facilitates the given reaction. Reactant: C(OC(C1C=CC([C:14]2[C:15]([CH3:52])([CH3:51])[C@H:16]3[C@:29]([CH3:32])([CH2:30][CH:31]=2)[C@@H:28]2[C@:19]([CH3:50])([C@@:20]4([CH3:49])[C@H:25]([CH2:26][CH2:27]2)[C@H:24]2[C@H:33](C(CN(CCN(C)C)C)=C)[CH2:34][CH2:35][C@:23]2([C:46]([OH:48])=[O:47])[CH2:22][CH2:21]4)[CH2:18][CH2:17]3)=CC=1)=O)(C)(C)C.C(O)(C(F)(F)F)=O. Product: [CH3:49][C:20]12[C:19]3([CH3:50])[CH:28]([C:29]4([CH3:32])[CH:16]([CH2:17][CH2:18]3)[C:15]([CH3:51])([CH3:52])[CH:14]=[CH:31][CH2:30]4)[CH2:27][CH2:26][CH:25]1[CH:24]1[CH2:33][CH2:34][CH2:35][C:23]1([C:46]([OH:48])=[O:47])[CH2:22][CH2:21]2. The catalyst class is: 2.